Dataset: Catalyst prediction with 721,799 reactions and 888 catalyst types from USPTO. Task: Predict which catalyst facilitates the given reaction. (1) Reactant: C([O:5][C:6]([C:8]1[CH:12]=[C:11]([CH2:13][O:14][CH2:15][CH2:16][O:17][CH2:18][CH2:19][O:20][CH3:21])[N:10]([CH2:22][C:23](=[O:32])[NH:24][C:25]2[CH:30]=[CH:29][C:28]([Cl:31])=[CH:27][N:26]=2)[N:9]=1)=[O:7])(C)(C)C.C1(C)C=CC=CC=1. Product: [Cl:31][C:28]1[CH:29]=[CH:30][C:25]([NH:24][C:23]([CH2:22][N:10]2[C:11]([CH2:13][O:14][CH2:15][CH2:16][O:17][CH2:18][CH2:19][O:20][CH3:21])=[CH:12][C:8]([C:6]([OH:7])=[O:5])=[N:9]2)=[O:32])=[N:26][CH:27]=1. The catalyst class is: 157. (2) Reactant: C([BH-](C(CC)C)C(CC)C)(CC)C.[Li+].[Si:15]([O:32][C@H:33]([CH3:53])[C@H:34]([N:44]1[CH2:49][C@H:48]([CH3:50])[O:47][C:46](=[O:51])[C:45]1=[O:52])[C:35]1[CH:40]=[C:39]([F:41])[C:38]([F:42])=[C:37]([F:43])[CH:36]=1)([C:28]([CH3:31])([CH3:30])[CH3:29])([C:22]1[CH:27]=[CH:26][CH:25]=[CH:24][CH:23]=1)[C:16]1[CH:21]=[CH:20][CH:19]=[CH:18][CH:17]=1.[OH-].[Na+].OO.S(=O)(O)[O-].[Na+]. Product: [Si:15]([O:32][C@H:33]([CH3:53])[C@H:34]([N:44]1[CH2:49][CH:48]([CH3:50])[O:47][C@H:46]([OH:51])[C:45]1=[O:52])[C:35]1[CH:40]=[C:39]([F:41])[C:38]([F:42])=[C:37]([F:43])[CH:36]=1)([C:28]([CH3:29])([CH3:31])[CH3:30])([C:22]1[CH:23]=[CH:24][CH:25]=[CH:26][CH:27]=1)[C:16]1[CH:21]=[CH:20][CH:19]=[CH:18][CH:17]=1. The catalyst class is: 220. (3) Reactant: [Cl:1][C:2]1[CH:3]=[C:4]([B:10]([OH:12])[OH:11])[CH:5]=[C:6]([O:8]C)[CH:7]=1.BrB(Br)Br. Product: [Cl:1][C:2]1[CH:3]=[C:4]([B:10]([OH:12])[OH:11])[CH:5]=[C:6]([OH:8])[CH:7]=1. The catalyst class is: 4. (4) The catalyst class is: 7. Reactant: [Br:1][C:2]1[CH:3]=[CH:4][C:5]([CH:9]2[CH2:11][CH2:10]2)=[C:6](I)[CH:7]=1.C([Mg]Cl)(C)C.C([O:20][B:21](OC(C)C)[O:22]C(C)C)(C)C. Product: [Br:1][C:2]1[CH:3]=[CH:4][C:5]([CH:9]2[CH2:11][CH2:10]2)=[C:6]([B:21]([OH:22])[OH:20])[CH:7]=1. (5) Reactant: [CH:1]([Si:4]([CH:18]([CH3:20])[CH3:19])([CH:15]([CH3:17])[CH3:16])[O:5][CH2:6][CH2:7][C:8]1[S:12][CH:11]=[N:10][C:9]=1[CH2:13][OH:14])([CH3:3])[CH3:2].N1C=CN=C1.[Si:26](Cl)([C:29]([CH3:32])([CH3:31])[CH3:30])([CH3:28])[CH3:27]. Product: [Si:26]([O:14][CH2:13][C:9]1[N:10]=[CH:11][S:12][C:8]=1[CH2:7][CH2:6][O:5][Si:4]([CH:15]([CH3:17])[CH3:16])([CH:1]([CH3:2])[CH3:3])[CH:18]([CH3:20])[CH3:19])([C:29]([CH3:32])([CH3:31])[CH3:30])([CH3:28])[CH3:27]. The catalyst class is: 2.